From a dataset of Choline transporter screen with 302,306 compounds. Binary Classification. Given a drug SMILES string, predict its activity (active/inactive) in a high-throughput screening assay against a specified biological target. (1) The molecule is O(C(=O)c1ccc(NC(=O)c2cccnc2)cc1)CC. The result is 0 (inactive). (2) The drug is S=c1n(c(n[nH]1)c1cc(OC)c(OC)cc1)CC. The result is 0 (inactive).